This data is from Full USPTO retrosynthesis dataset with 1.9M reactions from patents (1976-2016). The task is: Predict the reactants needed to synthesize the given product. (1) Given the product [C:15]1([S:21][C:2]2[CH:7]=[CH:6][C:5]([C:8]3[CH:13]=[CH:12][C:11]([S:21][C:15]4[CH:20]=[CH:19][CH:18]=[CH:17][CH:16]=4)=[CH:10][CH:9]=3)=[CH:4][CH:3]=2)[CH:20]=[CH:19][CH:18]=[CH:17][CH:16]=1, predict the reactants needed to synthesize it. The reactants are: Br[C:2]1[CH:7]=[CH:6][C:5]([C:8]2[CH:13]=[CH:12][C:11](Br)=[CH:10][CH:9]=2)=[CH:4][CH:3]=1.[C:15]1([SH:21])[CH:20]=[CH:19][CH:18]=[CH:17][CH:16]=1.[OH-].[K+]. (2) The reactants are: [F:1][C:2]([F:6])([F:5])[CH2:3][OH:4].FC(F)(F)S(OS(C(F)(F)F)(=O)=O)(=O)=O.O[N:23]1[C:27](=[O:28])[C:26]2=[CH:29][CH:30]=[CH:31][CH:32]=[C:25]2[C:24]1=[O:33].C(N(CC)C(C)C)(C)C.Cl. Given the product [F:1][C:2]([F:6])([F:5])[CH2:3][O:4][N:23]1[C:24](=[O:33])[C:25]2=[CH:32][CH:31]=[CH:30][CH:29]=[C:26]2[C:27]1=[O:28], predict the reactants needed to synthesize it. (3) Given the product [F:24][C:23]1[CH:22]=[C:21]([O:25][CH3:26])[C:20]([F:27])=[CH:19][C:18]=1[N:28]1[CH2:33][CH2:32][NH:31][CH2:30][CH2:29]1, predict the reactants needed to synthesize it. The reactants are: BrC1C=CC(OC)=C(C)C=1.C(OCC)(=O)C.Br[C:18]1[C:23]([F:24])=[CH:22][C:21]([O:25][CH3:26])=[C:20]([F:27])[CH:19]=1.[NH:28]1[CH2:33][CH2:32][NH:31][CH2:30][CH2:29]1. (4) Given the product [Br:1][C:2]1[CH:3]=[CH:4][C:5]([C:8]2([NH:33][C:36](=[O:21])[O:42][C:38]([CH3:41])([CH3:40])[CH3:39])[CH2:9][CH2:10]2)=[CH:6][CH:7]=1, predict the reactants needed to synthesize it. The reactants are: [Br:1][C:2]1[CH:7]=[CH:6][C:5]([C:8]2(C(O)=O)[CH2:10][CH2:9]2)=[CH:4][CH:3]=1.C1(P(N=[N+]=[N-])(C2C=CC=CC=2)=[O:21])C=CC=CC=1.C([N:33]([CH2:36]C)CC)C.[C:38]([OH:42])([CH3:41])([CH3:40])[CH3:39].